Dataset: Reaction yield outcomes from USPTO patents with 853,638 reactions. Task: Predict the reaction yield, written as a fraction of the theoretical maximum amount of product (1.0 means a 100% yield; for example, 0.34 means a 34% yield). (1) The reactants are [NH2:1][C:2]1[CH:3]=[C:4]([CH:21]=[CH:22][C:23]=1[F:24])[O:5][C:6]1[N:11]=[C:10]2[S:12][C:13]([NH:15][C:16]([CH:18]3[CH2:20][CH2:19]3)=[O:17])=[N:14][C:9]2=[CH:8][CH:7]=1.[F:25][C:26]([F:38])([F:37])[C:27]1[CH:28]=[C:29]([CH2:33][C:34](O)=[O:35])[CH:30]=[CH:31][CH:32]=1.CN(C(ON1N=NC2C=CC=NC1=2)=[N+](C)C)C.F[P-](F)(F)(F)(F)F. The catalyst is CN(C)C(=O)C.N1C=CC=CC=1.C(OCC)(=O)C. The product is [F:24][C:23]1[CH:22]=[CH:21][C:4]([O:5][C:6]2[N:11]=[C:10]3[S:12][C:13]([NH:15][C:16]([CH:18]4[CH2:20][CH2:19]4)=[O:17])=[N:14][C:9]3=[CH:8][CH:7]=2)=[CH:3][C:2]=1[NH:1][C:34](=[O:35])[CH2:33][C:29]1[CH:30]=[CH:31][CH:32]=[C:27]([C:26]([F:37])([F:25])[F:38])[CH:28]=1. The yield is 0.340. (2) The reactants are [OH:1][CH2:2][CH2:3][CH2:4][CH2:5][O:6][C:7](=[O:10])[CH:8]=[CH2:9].[CH3:11][O:12][C:13](=[O:17])[C:14]([CH3:16])=[CH2:15].CC(N=NC(C#N)(C)C)(C#N)C. The catalyst is C1COCC1. The product is [OH:1][CH2:2][CH2:3][CH2:4][CH2:5][O:6][C:7](=[O:10])[CH:8]=[CH2:9].[CH3:11][O:12][C:13](=[O:17])[C:14]([CH3:16])=[CH2:15]. The yield is 0.800. (3) The product is [C:9]([C:5]1[CH:4]=[CH:3][C:2]([N:1]2[C:13](=[O:14])[C:21]3[C:16](=[CH:17][CH:18]=[CH:19][CH:20]=3)[C:15]2=[O:22])=[CH:7][C:6]=1[OH:8])([CH3:12])([CH3:11])[CH3:10]. The catalyst is C1(C)C=CC=CC=1.C(OCC)(=O)C. The yield is 0.840. The reactants are [NH2:1][C:2]1[CH:3]=[CH:4][C:5]([C:9]([CH3:12])([CH3:11])[CH3:10])=[C:6]([OH:8])[CH:7]=1.[C:13]1(=O)[C:21]2[C:16](=[CH:17][CH:18]=[CH:19][CH:20]=2)[C:15](=[O:22])[O:14]1.C(N(CC)CC)C. (4) The reactants are [CH3:1][O:2][C:3]([C:5]1([C:12]#[N:13])[C:7]2([CH2:11][CH2:10][CH2:9][CH2:8]2)[CH2:6]1)=[O:4].[BH4-].[Na+].[H][H]. The catalyst is CO. The product is [CH3:1][O:2][C:3]([C:5]1([CH2:12][NH2:13])[C:7]2([CH2:8][CH2:9][CH2:10][CH2:11]2)[CH2:6]1)=[O:4]. The yield is 0.870. (5) The reactants are [Cl:1][C:2]1[CH:7]=[CH:6][C:5]([CH:8]([NH:14]C(=O)OC(C)(C)C)[CH2:9][S:10](=[O:13])(=[O:12])[NH2:11])=[CH:4][CH:3]=1.FC(F)(F)C(O)=O. No catalyst specified. The product is [NH2:14][CH:8]([C:5]1[CH:6]=[CH:7][C:2]([Cl:1])=[CH:3][CH:4]=1)[CH2:9][S:10]([NH2:11])(=[O:12])=[O:13]. The yield is 0.970.